This data is from Reaction yield outcomes from USPTO patents with 853,638 reactions. The task is: Predict the reaction yield, written as a fraction of the theoretical maximum amount of product (1.0 means a 100% yield; for example, 0.34 means a 34% yield). The reactants are [H-].[Na+].[Br:3][C:4]1[CH:5]=[C:6]2[C:10](=[N:11][CH:12]=1)[NH:9][CH:8]=[CH:7]2.[CH:13]([Si:16](Cl)([CH:20]([CH3:22])[CH3:21])[CH:17]([CH3:19])[CH3:18])([CH3:15])[CH3:14]. The catalyst is C1COCC1. The product is [Br:3][C:4]1[CH:5]=[C:6]2[CH:7]=[CH:8][N:9]([Si:16]([CH:20]([CH3:22])[CH3:21])([CH:17]([CH3:19])[CH3:18])[CH:13]([CH3:15])[CH3:14])[C:10]2=[N:11][CH:12]=1. The yield is 0.880.